This data is from Full USPTO retrosynthesis dataset with 1.9M reactions from patents (1976-2016). The task is: Predict the reactants needed to synthesize the given product. (1) Given the product [O:14]=[C:5]1[CH2:6][CH2:7][CH2:8][S:9][CH:4]1[C:3]([O:2][CH3:1])=[O:12], predict the reactants needed to synthesize it. The reactants are: [CH3:1][O:2][C:3](=[O:12])[CH2:4][CH2:5][CH2:6][CH2:7][C:8](OC)=[S:9].C[O-:14].[Na+]. (2) Given the product [CH2:1]([S:3]([C:6]1[O:10][C:9]2[CH:11]=[CH:12][CH:13]=[C:14]([O:15][CH2:20][C@H:21]3[O:23][CH2:22]3)[C:8]=2[CH:7]=1)(=[O:4])=[O:5])[CH3:2], predict the reactants needed to synthesize it. The reactants are: [CH2:1]([S:3]([C:6]1[O:10][C:9]2[CH:11]=[CH:12][CH:13]=[C:14]([OH:15])[C:8]=2[CH:7]=1)(=[O:5])=[O:4])[CH3:2].S(C1C=CC([N+]([O-])=O)=CC=1)(O[CH2:20][C@H:21]1[O:23][CH2:22]1)(=O)=O.C(=O)([O-])[O-].[K+].[K+]. (3) Given the product [CH3:3][S:4]([C:7]1[S:11][CH:10]=[C:9]([C:12]2[C:21]3[C:16](=[CH:17][C:18]([C:22]4[CH:23]=[CH:24][C:25]([C:28]([F:31])([F:30])[F:29])=[CH:26][CH:27]=4)=[CH:19][CH:20]=3)[CH:15]=[C:14]([C:32]([OH:34])=[O:33])[CH:13]=2)[CH:8]=1)(=[O:5])=[O:6], predict the reactants needed to synthesize it. The reactants are: [Li+].[OH-].[CH3:3][S:4]([C:7]1[S:11][CH:10]=[C:9]([C:12]2[C:21]3[C:16](=[CH:17][C:18]([C:22]4[CH:27]=[CH:26][C:25]([C:28]([F:31])([F:30])[F:29])=[CH:24][CH:23]=4)=[CH:19][CH:20]=3)[CH:15]=[C:14]([C:32]([O:34]CC)=[O:33])[CH:13]=2)[CH:8]=1)(=[O:6])=[O:5]. (4) Given the product [NH2:1][C:2]1[N:12]=[CH:11][C:10](/[CH:16]=[CH:15]/[C:14]([O:18][CH2:19][CH3:20])=[O:17])=[CH:9][C:3]=1[C:4]([O:6][CH2:7][CH3:8])=[O:5], predict the reactants needed to synthesize it. The reactants are: [NH2:1][C:2]1[N:12]=[CH:11][C:10](Br)=[CH:9][C:3]=1[C:4]([O:6][CH2:7][CH3:8])=[O:5].[C:14]([O:18][CH2:19][CH3:20])(=[O:17])[CH:15]=[CH2:16].C(N(C(C)C)CC)(C)C.CC1C=CC=CC=1P(C1C=CC=CC=1C)C1C=CC=CC=1C. (5) Given the product [NH2:32][C:20]1[C:21]2[C:26](=[CH:25][CH:24]=[CH:23][CH:22]=2)[N:18]([C:15]2[CH:16]=[CH:17][C:12]([NH:11][C:9]([NH:8][CH2:7][C:3]3[CH:2]=[N:1][CH:6]=[CH:5][CH:4]=3)=[O:10])=[CH:13][CH:14]=2)[N:19]=1, predict the reactants needed to synthesize it. The reactants are: [N:1]1[CH:6]=[CH:5][CH:4]=[C:3]([CH2:7][NH:8][C:9]([NH:11][C:12]2[CH:17]=[CH:16][C:15]([N:18]3[C:26]4[C:21](=[CH:22][CH:23]=[CH:24][CH:25]=4)[C:20](C(O)=O)=[N:19]3)=[CH:14][CH:13]=2)=[O:10])[CH:2]=1.C([N:32](CC)CC)C.C1(P(N=[N+]=[N-])(C2C=CC=CC=2)=O)C=CC=CC=1.O.